Dataset: Peptide-MHC class I binding affinity with 185,985 pairs from IEDB/IMGT. Task: Regression. Given a peptide amino acid sequence and an MHC pseudo amino acid sequence, predict their binding affinity value. This is MHC class I binding data. (1) The peptide sequence is RIIRPDYFT. The MHC is HLA-A02:03 with pseudo-sequence HLA-A02:03. The binding affinity (normalized) is 0.322. (2) The peptide sequence is LSVIWMMWY. The MHC is HLA-A02:03 with pseudo-sequence HLA-A02:03. The binding affinity (normalized) is 0.160. (3) The peptide sequence is QIHLYYNSNI. The MHC is HLA-A02:01 with pseudo-sequence HLA-A02:01. The binding affinity (normalized) is 0.00249. (4) The binding affinity (normalized) is 0.0156. The MHC is HLA-A24:02 with pseudo-sequence HLA-A24:02. The peptide sequence is RTYTILNRK. (5) The peptide sequence is GEINGEHVP. The MHC is HLA-B40:01 with pseudo-sequence HLA-B40:01. The binding affinity (normalized) is 0.586.